This data is from Forward reaction prediction with 1.9M reactions from USPTO patents (1976-2016). The task is: Predict the product of the given reaction. (1) The product is: [Br:1][C:2]1[C:3]([N+:19]([O-:21])=[O:20])=[CH:4][C:5]2[O:9][C:8]([CH:10]3[CH2:12][CH2:11]3)=[C:7]([C:13]([O:15][CH2:16][CH3:17])=[O:14])[C:6]=2[CH:18]=1. Given the reactants [Br:1][C:2]1[CH:3]=[CH:4][C:5]2[O:9][C:8]([CH:10]3[CH2:12][CH2:11]3)=[C:7]([C:13]([O:15][CH2:16][CH3:17])=[O:14])[C:6]=2[CH:18]=1.[N+:19]([O-])([OH:21])=[O:20], predict the reaction product. (2) Given the reactants [C:1](Cl)(=[O:5])[C:2](Cl)=[O:3].[CH3:7][NH2:8].[Br:9][C:10]1[CH:32]=[CH:31][C:13]2[N:14]([C:27]([CH3:30])([CH3:29])[CH3:28])[C:15]([C:17]3[CH:26]=[CH:25][CH:24]=[CH:23][C:18]=3[C:19]([NH:21]O)=[NH:20])=[N:16][C:12]=2[CH:11]=1, predict the reaction product. The product is: [CH3:7][NH:8][C:2]([C:1]1[O:5][N:21]=[C:19]([C:18]2[CH:23]=[CH:24][CH:25]=[CH:26][C:17]=2[C:15]2[N:14]([C:27]([CH3:30])([CH3:29])[CH3:28])[C:13]3[CH:31]=[CH:32][C:10]([Br:9])=[CH:11][C:12]=3[N:16]=2)[N:20]=1)=[O:3]. (3) Given the reactants [C:1]1([N:7]2[CH:11]=[C:10]([C:12]3[CH:17]=[CH:16][N:15]=[CH:14][CH:13]=3)[C:9](=[O:18])[NH:8]2)[CH:6]=[CH:5][CH:4]=[CH:3][CH:2]=1.O, predict the reaction product. The product is: [C:1]1([N:7]2[CH:11]=[C:10]([CH:12]3[CH2:13][CH2:14][NH:15][CH2:16][CH2:17]3)[C:9](=[O:18])[NH:8]2)[CH:2]=[CH:3][CH:4]=[CH:5][CH:6]=1. (4) Given the reactants Cl[CH2:2][C:3]1[NH:4][C:5](=[O:8])[NH:6][N:7]=1.Cl.[F:10][C:11]1[CH:24]=[CH:23][CH:22]=[CH:21][C:12]=1[O:13][CH2:14][CH:15]1[CH2:20][CH2:19][NH:18][CH2:17][CH2:16]1.C(=O)([O-])[O-].[K+].[K+].C(#N)C, predict the reaction product. The product is: [F:10][C:11]1[CH:24]=[CH:23][CH:22]=[CH:21][C:12]=1[O:13][CH2:14][CH:15]1[CH2:16][CH2:17][N:18]([CH2:2][C:3]2[NH:4][C:5](=[O:8])[NH:6][N:7]=2)[CH2:19][CH2:20]1. (5) Given the reactants [F:1][C:2]([F:6])([F:5])[CH2:3][OH:4].[H-].[Na+].C(S[C:13]1[N:14]([C:25]2[CH:30]=[CH:29][C:28]([O:31][CH2:32][C:33]([F:36])([F:35])[F:34])=[CH:27][CH:26]=2)[C:15](=[O:24])[C:16]2[CH:22]=[CH:21][NH:20][C:19](=[O:23])[C:17]=2[N:18]=1)CC, predict the reaction product. The product is: [F:1][C:2]([F:6])([F:5])[CH2:3][O:4][C:13]1[N:14]([C:25]2[CH:26]=[CH:27][C:28]([O:31][CH2:32][C:33]([F:36])([F:35])[F:34])=[CH:29][CH:30]=2)[C:15](=[O:24])[C:16]2[CH:22]=[CH:21][NH:20][C:19](=[O:23])[C:17]=2[N:18]=1. (6) Given the reactants [O:1]=[C:2]1[C:10]2[C:5](=[CH:6][CH:7]=[CH:8][CH:9]=2)[C:4](=[O:11])[N:3]1[CH2:12][CH2:13][C:14]1[N:18]([CH2:19][CH2:20][CH3:21])[N:17]=[C:16]([C:22]#[N:23])[CH:15]=1.C([O-])(=O)C.[K+].[Br:29]Br.S([O-])(O)=O.[Na+], predict the reaction product. The product is: [Br:29][C:15]1[C:16]([C:22]#[N:23])=[N:17][N:18]([CH2:19][CH2:20][CH3:21])[C:14]=1[CH2:13][CH2:12][N:3]1[C:2](=[O:1])[C:10]2[C:5](=[CH:6][CH:7]=[CH:8][CH:9]=2)[C:4]1=[O:11].